Dataset: Forward reaction prediction with 1.9M reactions from USPTO patents (1976-2016). Task: Predict the product of the given reaction. Given the reactants [Cl:1][C:2]1[CH:7]=[CH:6][C:5]([C:8]2[N:12]([CH3:13])[N:11]=[C:10]([CH3:14])[CH:9]=2)=[CH:4][CH:3]=1.[Br:15]N1C(=O)CCC1=O.O, predict the reaction product. The product is: [Br:15][C:9]1[C:10]([CH3:14])=[N:11][N:12]([CH3:13])[C:8]=1[C:5]1[CH:4]=[CH:3][C:2]([Cl:1])=[CH:7][CH:6]=1.